From a dataset of Forward reaction prediction with 1.9M reactions from USPTO patents (1976-2016). Predict the product of the given reaction. (1) Given the reactants [C:1]([O:4][C:5]1[CH:10]=[CH:9][C:8]([CH:11]([OH:16])[C:12]([F:15])([F:14])[F:13])=[CH:7][CH:6]=1)(=[O:3])[CH3:2].N12CCN(CC1)CC2.[N+:25]([C:28]1[CH:33]=[CH:32][CH:31]=[CH:30][C:29]=1[S:34](Cl)(=[O:36])=[O:35])([O-:27])=[O:26].C(OCC)C.CCCCC, predict the reaction product. The product is: [C:1]([O:4][C:5]1[CH:6]=[CH:7][C:8]([CH:11]([O:16][S:34]([C:29]2[CH:30]=[CH:31][CH:32]=[CH:33][C:28]=2[N+:25]([O-:27])=[O:26])(=[O:35])=[O:36])[C:12]([F:14])([F:15])[F:13])=[CH:9][CH:10]=1)(=[O:3])[CH3:2]. (2) Given the reactants [CH3:1][Mg]Br.[C:4]([C:7]1[CH:15]=[CH:14][CH:13]=[C:12]2[C:8]=1[CH2:9][CH2:10][CH2:11]2)(=[O:6])[CH3:5], predict the reaction product. The product is: [OH:6][C:4]([C:7]1[CH:15]=[CH:14][CH:13]=[C:12]2[C:8]=1[CH2:9][CH2:10][CH2:11]2)([CH3:1])[CH3:5].